Task: Regression/Classification. Given a drug SMILES string, predict its absorption, distribution, metabolism, or excretion properties. Task type varies by dataset: regression for continuous measurements (e.g., permeability, clearance, half-life) or binary classification for categorical outcomes (e.g., BBB penetration, CYP inhibition). Dataset: cyp1a2_veith.. Dataset: CYP1A2 inhibition data for predicting drug metabolism from PubChem BioAssay (1) The molecule is C=CCNC(=O)c1ccc(Cn2c(=S)[nH]c3cc4c(cc3c2=O)OCO4)cc1. The result is 1 (inhibitor). (2) The drug is CCn1c(=O)c2c(nc3n2CCS3)n(C)c1=O. The result is 0 (non-inhibitor).